Dataset: Forward reaction prediction with 1.9M reactions from USPTO patents (1976-2016). Task: Predict the product of the given reaction. (1) Given the reactants [CH3:1][N:2]1[C:6]([C:7](=[O:21])[NH:8][CH2:9][CH2:10][C:11]2[N:15]([CH3:16])[C:14]3[CH:17]=[CH:18][CH:19]=[CH:20][C:13]=3[N:12]=2)=[C:5]([C:22]([O:24]CC)=[O:23])[CH:4]=[N:3]1.[Li+].[OH-].Cl, predict the reaction product. The product is: [CH3:1][N:2]1[C:6]([C:7](=[O:21])[NH:8][CH2:9][CH2:10][C:11]2[N:15]([CH3:16])[C:14]3[CH:17]=[CH:18][CH:19]=[CH:20][C:13]=3[N:12]=2)=[C:5]([C:22]([OH:24])=[O:23])[CH:4]=[N:3]1. (2) Given the reactants [O:1]1[CH:5]=[CH:4][C:3]([O:6][CH2:7][C@@H:8]2[O:12][C:11](=[O:13])[N:10]([C:14]3[CH:19]=[CH:18][C:17]([C:20]4[CH2:25][CH2:24][N:23]([CH2:26][CH2:27][OH:28])[CH2:22][CH:21]=4)=[C:16]([F:29])[CH:15]=3)[CH2:9]2)=[N:2]1.C(N(CC)CC)C.[C:37](Cl)(=[O:39])[CH3:38].O, predict the reaction product. The product is: [O:1]1[CH:5]=[CH:4][C:3]([O:6][CH2:7][C@@H:8]2[O:12][C:11](=[O:13])[N:10]([C:14]3[CH:19]=[CH:18][C:17]([C:20]4[CH2:25][CH2:24][N:23]([CH2:26][CH2:27][O:28][C:37](=[O:39])[CH3:38])[CH2:22][CH:21]=4)=[C:16]([F:29])[CH:15]=3)[CH2:9]2)=[N:2]1. (3) The product is: [CH2:15]([N:7]1[C:8](=[O:13])[CH2:9][CH2:10][C:11](=[O:12])[C:5]2[CH:4]=[CH:3][C:2]([Cl:1])=[CH:14][C:6]1=2)[C:16]1[CH:21]=[CH:20][CH:19]=[CH:18][CH:17]=1. Given the reactants [Cl:1][C:2]1[CH:3]=[CH:4][C:5]2[C:11](=[O:12])[CH2:10][CH2:9][C:8](=[O:13])[NH:7][C:6]=2[CH:14]=1.[CH2:15](Br)[C:16]1[CH:21]=[CH:20][CH:19]=[CH:18][CH:17]=1, predict the reaction product. (4) The product is: [CH3:30][N:31]1[CH2:23][CH2:22][C@@H:12]([C:13]2[CH:18]=[C:17]([Cl:19])[CH:16]=[CH:15][C:14]=2[Br:20])[C@@H:11]1[C:6]1[CH:7]=[CH:8][CH:9]=[CH:10][C:5]=1[OH:4]. Given the reactants C([O:4][C:5]1[CH:10]=[CH:9][CH:8]=[CH:7][C:6]=1/[CH:11]=[CH:12]/[C:13]1[CH:18]=[C:17]([Cl:19])[CH:16]=[CH:15][C:14]=1[Br:20])(=O)C.F[C:22](F)(F)[C:23](O)=O.CO[CH2:30][N:31]([Si](C)(C)C)C.[OH-].[K+].Cl, predict the reaction product.